Task: Predict the reaction yield, written as a fraction of the theoretical maximum amount of product (1.0 means a 100% yield; for example, 0.34 means a 34% yield).. Dataset: Reaction yield outcomes from USPTO patents with 853,638 reactions (1) The reactants are F[C:2]1[CH:7]=[CH:6][C:5]([N+:8]([O-:10])=[O:9])=[C:4]([F:11])[C:3]=1[F:12].[CH2:13]([OH:20])[C:14]1[CH:19]=[CH:18][CH:17]=[CH:16][CH:15]=1.C([O-])([O-])=O.[K+].[K+].O. The catalyst is CN(C=O)C. The product is [CH2:13]([O:20][C:2]1[CH:7]=[CH:6][C:5]([N+:8]([O-:10])=[O:9])=[C:4]([F:11])[C:3]=1[F:12])[C:14]1[CH:19]=[CH:18][CH:17]=[CH:16][CH:15]=1. The yield is 0.360. (2) The reactants are [CH3:1][O:2][C:3](=[O:34])[C@H:4]([NH:23][C:24]([O:26][CH2:27][C:28]1[CH:33]=[CH:32][CH:31]=[CH:30][CH:29]=1)=[O:25])[CH2:5][C:6]1[CH:11]=[C:10]([CH3:12])[C:9]([NH:13][C:14]([O:16][C:17]([CH3:20])([CH3:19])[CH3:18])=[O:15])=[CH:8][C:7]=1[CH2:21]O.C(N(CC)CC)C.CS([Cl:46])(=O)=O. The catalyst is ClCCl. The product is [CH3:1][O:2][C:3](=[O:34])[C@H:4]([NH:23][C:24]([O:26][CH2:27][C:28]1[CH:33]=[CH:32][CH:31]=[CH:30][CH:29]=1)=[O:25])[CH2:5][C:6]1[CH:11]=[C:10]([CH3:12])[C:9]([NH:13][C:14]([O:16][C:17]([CH3:20])([CH3:19])[CH3:18])=[O:15])=[CH:8][C:7]=1[CH2:21][Cl:46]. The yield is 0.910. (3) The reactants are [CH:1]1([CH2:6][C@H:7]([CH2:28][N:29]([CH:38]=[O:39])[O:30][CH2:31][C:32]2[CH:37]=[CH:36][CH:35]=[CH:34][CH:33]=2)[C:8]([N:10]2[C@H:14](C(O)=O)[CH2:13][CH2:12][N:11]2[C:18]([O:20][CH2:21][C:22]2[CH:27]=[CH:26][CH:25]=[CH:24][CH:23]=2)=[O:19])=[O:9])[CH2:5][CH2:4][CH2:3][CH2:2]1.CN1CCOCC1.COC1N=[C:53]([O:55]C)[N:52]=[C:51]([N+:57]2(C)[CH2:62][CH2:61]OCC2)[N:50]=1.S(O)(O)(=O)=O.N1C=CN=C1N. The catalyst is C(#N)C. The product is [CH:1]1([CH2:6][C@H:7]([CH2:28][N:29]([CH:38]=[O:39])[O:30][CH2:31][C:32]2[CH:37]=[CH:36][CH:35]=[CH:34][CH:33]=2)[C:8]([N:10]2[C@H:14]([C:53]([NH:52][C:51]3[NH:50][CH:61]=[CH:62][N:57]=3)=[O:55])[CH2:13][CH2:12][N:11]2[C:18]([O:20][CH2:21][C:22]2[CH:27]=[CH:26][CH:25]=[CH:24][CH:23]=2)=[O:19])=[O:9])[CH2:2][CH2:3][CH2:4][CH2:5]1. The yield is 0.290. (4) The reactants are Br[C:2]1[C:12]([N+:13]([O-:15])=[O:14])=[CH:11][CH:10]=[CH:9][C:3]=1[C:4]([O:6][CH2:7]C)=[O:5].[C:16]([O:20][C:21]([N:23]1[CH2:28][CH2:27][NH:26][CH2:25][CH2:24]1)=[O:22])([CH3:19])([CH3:18])[CH3:17].C([O-])([O-])=O.[Na+].[Na+]. The catalyst is C(O)CCC. The product is [C:16]([O:20][C:21]([N:23]1[CH2:28][CH2:27][N:26]([C:2]2[C:12]([N+:13]([O-:15])=[O:14])=[CH:11][CH:10]=[CH:9][C:3]=2[C:4]([O:6][CH3:7])=[O:5])[CH2:25][CH2:24]1)=[O:22])([CH3:19])([CH3:17])[CH3:18]. The yield is 0.720. (5) The reactants are [CH3:1][C:2]([C:19]([O:21]C)=O)([CH3:18])[N:3]([CH2:12][CH2:13][C:14]([O:16][CH3:17])=[O:15])[C:4]([C:6]1[CH:11]=[CH:10][CH:9]=[CH:8][CH:7]=1)=[O:5].CO.C[O-].[Na+]. The catalyst is C1(C)C=CC=CC=1. The product is [CH3:18][C:2]1([CH3:1])[N:3]([C:4]([C:6]2[CH:7]=[CH:8][CH:9]=[CH:10][CH:11]=2)=[O:5])[CH2:12][CH:13]([C:14]([O:16][CH3:17])=[O:15])[C:19]1=[O:21]. The yield is 0.860.